This data is from Full USPTO retrosynthesis dataset with 1.9M reactions from patents (1976-2016). The task is: Predict the reactants needed to synthesize the given product. (1) Given the product [Br:1][C:2]1[CH:3]=[C:4]([CH:20]=[CH:21][CH:22]=1)[CH2:5][N:6]1[C:14]2[C:13](=[O:15])[N:12]([CH3:16])[C:11](=[O:17])[N:10]([CH3:18])[C:9]=2[N:8]=[C:7]1[O:30][C:26]1[CH:27]=[CH:28][CH:29]=[C:24]([Cl:23])[CH:25]=1, predict the reactants needed to synthesize it. The reactants are: [Br:1][C:2]1[CH:3]=[C:4]([CH:20]=[CH:21][CH:22]=1)[CH2:5][N:6]1[C:14]2[C:13](=[O:15])[N:12]([CH3:16])[C:11](=[O:17])[N:10]([CH3:18])[C:9]=2[N:8]=[C:7]1S.[Cl:23][C:24]1[CH:25]=[C:26]([OH:30])[CH:27]=[CH:28][CH:29]=1.C(=O)([O-])[O-].[K+].[K+]. (2) Given the product [OH2:9].[C:1]([O-:10])(=[O:9])[CH:2]([CH2:6][CH2:7][CH3:8])[CH2:3][CH2:4][CH3:5].[Mg+2:13].[C:1]([O-:10])(=[O:9])[CH:2]([CH2:6][CH2:7][CH3:8])[CH2:3][CH2:4][CH3:5], predict the reactants needed to synthesize it. The reactants are: [C:1]([OH:10])(=[O:9])[CH:2]([CH2:6][CH2:7][CH3:8])[CH2:3][CH2:4][CH3:5].C[O-].[Mg+2:13].C[O-].C(#N)C. (3) Given the product [Cl:30][C:31]1[CH:36]=[CH:35][C:34]([C:2]2[C:3]([NH:16][CH:17]3[CH2:22][CH2:21][N:20]([CH2:23][C:24]4[CH:29]=[CH:28][CH:27]=[CH:26][CH:25]=4)[CH2:19][CH2:18]3)=[N:4][C:5]([NH:8][CH2:9][C:10]3[CH:15]=[CH:14][N:13]=[CH:12][CH:11]=3)=[N:6][CH:7]=2)=[CH:33][CH:32]=1, predict the reactants needed to synthesize it. The reactants are: Br[C:2]1[C:3]([NH:16][CH:17]2[CH2:22][CH2:21][N:20]([CH2:23][C:24]3[CH:29]=[CH:28][CH:27]=[CH:26][CH:25]=3)[CH2:19][CH2:18]2)=[N:4][C:5]([NH:8][CH2:9][C:10]2[CH:15]=[CH:14][N:13]=[CH:12][CH:11]=2)=[N:6][CH:7]=1.[Cl:30][C:31]1[CH:36]=[CH:35][C:34](B(O)O)=[CH:33][CH:32]=1.C(N1CCC(NC2C(C3C=CSC=3)=CN=C(NCC3C=CC=CN=3)N=2)CC1)C1C=CC=CC=1.